From a dataset of Forward reaction prediction with 1.9M reactions from USPTO patents (1976-2016). Predict the product of the given reaction. (1) Given the reactants Cl.[Cl:2][C:3]1[N:8]=[C:7]([C:9]2[CH:10]=[N:11][N:12]([C:14]3([CH2:18][C:19]#[N:20])[CH2:17][NH:16][CH2:15]3)[CH:13]=2)[N:6]2[CH:21]=[CH:22][N:23]=[C:5]2[CH:4]=1.CCN(C(C)C)C(C)C.FC(F)(F)S(O[CH2:39][C:40]([F:43])([F:42])[F:41])(=O)=O, predict the reaction product. The product is: [Cl:2][C:3]1[N:8]=[C:7]([C:9]2[CH:10]=[N:11][N:12]([C:14]3([CH2:18][C:19]#[N:20])[CH2:17][N:16]([CH2:39][C:40]([F:43])([F:42])[F:41])[CH2:15]3)[CH:13]=2)[N:6]2[CH:21]=[CH:22][N:23]=[C:5]2[CH:4]=1. (2) Given the reactants [Cl:1][C:2]1[CH:3]=[C:4]([C@H:9]([CH2:21][NH:22]C)[C@H:10]([C:12]2[CH:17]=[CH:16][CH:15]=[C:14]([N:18]([CH3:20])[CH3:19])[CH:13]=2)[OH:11])[CH:5]=[CH:6][C:7]=1[Cl:8].B.C1COCC1.Cl.CO, predict the reaction product. The product is: [NH2:22][CH2:21][CH:9]([C:4]1[CH:5]=[CH:6][C:7]([Cl:8])=[C:2]([Cl:1])[CH:3]=1)[CH:10]([C:12]1[CH:17]=[CH:16][CH:15]=[C:14]([N:18]([CH3:19])[CH3:20])[CH:13]=1)[OH:11].